From a dataset of Full USPTO retrosynthesis dataset with 1.9M reactions from patents (1976-2016). Predict the reactants needed to synthesize the given product. (1) The reactants are: [H-].[Na+].[Br:3][C:4]1[S:8][C:7]([C:9]([C:11]2[S:12][C:13]([Br:16])=[CH:14][CH:15]=2)=O)=[CH:6][CH:5]=1.[C:17]1([CH3:23])C=CC=CC=1.[C:29]([OH:31])(=[O:30])[CH:27]([CH:27]([C:29]([OH:31])=[O:30])O)O. Given the product [Br:3][C:4]1[S:8][C:7]([C:9]([C:11]2[S:12][C:13]([Br:16])=[CH:14][CH:15]=2)=[CH:27][C:29]([O:31][CH2:17][CH3:23])=[O:30])=[CH:6][CH:5]=1, predict the reactants needed to synthesize it. (2) The reactants are: C1C=CC(P(C2C=CC=CC=2)C2C=CC=CC=2)=CC=1.C[CH:21]([O:23]C(/N=N/C(OC(C)C)=O)=O)C.Br[C:35]1[C:40]([CH:41](O)[CH3:42])=[CH:39][CH:38]=[CH:37][N:36]=1.[C:44]1([CH3:62])[CH:49]=[CH:48][C:47]([O:50][C:51]2[CH:56]=[CH:55][C:54]([NH:57][S:58]([CH3:61])(=[O:60])=[O:59])=[CH:53][CH:52]=2)=[CH:46][CH:45]=1. Given the product [CH3:21][O:23][C:35]1[C:40]([CH:41]([N:57]([C:54]2[CH:55]=[CH:56][C:51]([O:50][C:47]3[CH:46]=[CH:45][C:44]([CH3:62])=[CH:49][CH:48]=3)=[CH:52][CH:53]=2)[S:58]([CH3:61])(=[O:60])=[O:59])[CH3:42])=[CH:39][CH:38]=[CH:37][N:36]=1, predict the reactants needed to synthesize it. (3) Given the product [CH:49]1([NH:52][CH2:53][C@@H:54]2[CH2:55][C@@H:56]([OH:59])[CH2:57][N:58]2[C:31](=[O:32])[CH2:30][C:26]2[C:25]([CH3:34])=[C:24](/[CH:23]=[C:16]3\[C:17](=[O:22])[NH:18][C:19]4[C:15]\3=[CH:14][C:13]([S:10]([CH2:9][C:3]3[C:4]([Cl:8])=[CH:5][CH:6]=[CH:7][C:2]=3[Cl:1])(=[O:12])=[O:11])=[CH:21][CH:20]=4)[NH:28][C:27]=2[CH3:29])[CH2:51][CH2:50]1, predict the reactants needed to synthesize it. The reactants are: [Cl:1][C:2]1[CH:7]=[CH:6][CH:5]=[C:4]([Cl:8])[C:3]=1[CH2:9][S:10]([C:13]1[CH:14]=[C:15]2[C:19](=[CH:20][CH:21]=1)[NH:18][C:17](=[O:22])/[C:16]/2=[CH:23]\[C:24]1[NH:28][C:27]([CH3:29])=[C:26]([CH2:30][C:31](O)=[O:32])[C:25]=1[CH3:34])(=[O:12])=[O:11].C1C=CC2N(O)N=NC=2C=1.C(Cl)CCl.[CH:49]1([NH:52][CH2:53][C@H:54]2[NH:58][CH2:57][C@H:56]([OH:59])[CH2:55]2)[CH2:51][CH2:50]1. (4) Given the product [CH3:4][Si:3]([C:1]#[C:2][C:8]1[CH:13]=[CH:12][C:11]([CH:14]([NH:16][CH:17]2[CH2:19][CH2:18]2)[CH3:15])=[CH:10][CH:9]=1)([CH3:6])[CH3:5], predict the reactants needed to synthesize it. The reactants are: [C:1]([Si:3]([CH3:6])([CH3:5])[CH3:4])#[CH:2].I[C:8]1[CH:13]=[CH:12][C:11]([CH:14]([NH:16][CH:17]2[CH2:19][CH2:18]2)[CH3:15])=[CH:10][CH:9]=1. (5) Given the product [N:1]([CH2:4][CH2:5][CH2:6][S:7]([Cl:14])(=[O:10])=[O:8])=[N+:2]=[N-:3], predict the reactants needed to synthesize it. The reactants are: [N:1]([CH2:4][CH2:5][CH2:6][S:7]([O-:10])(=O)=[O:8])=[N+:2]=[N-:3].[Na+].S(Cl)([Cl:14])=O. (6) Given the product [CH2:24]([N:12]([C:13]1[C:18]([Cl:19])=[CH:17][C:16]([C:20]([F:23])([F:22])[F:21])=[CH:15][N:14]=1)[S:9]([C:6]1[CH:7]=[CH:8][C:3]([CH2:2][NH:1][S:39]([CH3:38])(=[O:41])=[O:40])=[CH:4][CH:5]=1)(=[O:11])=[O:10])[C:25]1[CH:26]=[CH:27][CH:28]=[CH:29][CH:30]=1, predict the reactants needed to synthesize it. The reactants are: [NH2:1][CH2:2][C:3]1[CH:8]=[CH:7][C:6]([S:9]([N:12]([CH2:24][C:25]2[CH:30]=[CH:29][CH:28]=[CH:27][CH:26]=2)[C:13]2[C:18]([Cl:19])=[CH:17][C:16]([C:20]([F:23])([F:22])[F:21])=[CH:15][N:14]=2)(=[O:11])=[O:10])=[CH:5][CH:4]=1.CCN(CC)CC.[CH3:38][S:39](Cl)(=[O:41])=[O:40]. (7) Given the product [CH2:19]([O:18][P:16]([CH2:21][C:22]([NH:25][CH:26]([C:30]1[CH:31]=[CH:32][C:33]([O:34][CH2:35][CH2:36][O:37][CH2:38][CH2:39][O:40][CH2:41][CH2:42][N:43]([C:51]([O:53][C:54]([CH3:57])([CH3:56])[CH3:55])=[O:52])[C:44]([O:46][C:47]([CH3:48])([CH3:49])[CH3:50])=[O:45])=[CH:58][CH:59]=1)[CH2:27][CH2:28][CH3:29])=[O:24])([O:15][CH2:13][CH3:14])=[O:17])[CH3:20], predict the reactants needed to synthesize it. The reactants are: Cl.C(N=C=NCCCN(C)C)C.[CH2:13]([O:15][P:16]([CH2:21][C:22]([OH:24])=O)([O:18][CH2:19][CH3:20])=[O:17])[CH3:14].[NH2:25][CH:26]([C:30]1[CH:59]=[CH:58][C:33]([O:34][CH2:35][CH2:36][O:37][CH2:38][CH2:39][O:40][CH2:41][CH2:42][N:43]([C:51]([O:53][C:54]([CH3:57])([CH3:56])[CH3:55])=[O:52])[C:44]([O:46][C:47]([CH3:50])([CH3:49])[CH3:48])=[O:45])=[CH:32][CH:31]=1)[CH2:27][CH2:28][CH3:29].C(OCC)(=O)C. (8) Given the product [CH3:3][C:4]1([CH3:13])[CH2:9][CH:8]([CH2:10][CH2:11][OH:12])[CH2:7][CH2:6][O:5]1, predict the reactants needed to synthesize it. The reactants are: [BH4-].[Na+].[CH3:3][C:4]1([CH3:13])[CH2:9][CH:8]([CH2:10][CH:11]=[O:12])[CH2:7][CH2:6][O:5]1. (9) Given the product [Br:1][C:2]1[CH:3]=[C:4]([F:10])[C:5]([O:9][CH3:11])=[CH:6][C:7]=1[CH3:8], predict the reactants needed to synthesize it. The reactants are: [Br:1][C:2]1[C:7]([CH3:8])=[CH:6][C:5]([OH:9])=[C:4]([F:10])[CH:3]=1.[C:11](=O)([O-])[O-].[Cs+].[Cs+].IC. (10) Given the product [Cl:1][C:2]1[CH:7]=[CH:6][CH:5]=[CH:4][C:3]=1[N:8]1[C:16](=[O:17])[C:15]2[C@H:14]3[C:18]([CH3:20])([CH3:19])[C@:11]([CH3:21])([CH2:12][CH2:13]3)[C:10]=2[N:9]1[CH2:23][CH3:24], predict the reactants needed to synthesize it. The reactants are: [Cl:1][C:2]1[CH:7]=[CH:6][CH:5]=[CH:4][C:3]=1[N:8]1[C:16](=[O:17])[C:15]2[C@H:14]3[C:18]([CH3:20])([CH3:19])[C@:11]([CH3:21])([CH2:12][CH2:13]3)[C:10]=2[NH:9]1.I[CH2:23][CH3:24].